This data is from Reaction yield outcomes from USPTO patents with 853,638 reactions. The task is: Predict the reaction yield, written as a fraction of the theoretical maximum amount of product (1.0 means a 100% yield; for example, 0.34 means a 34% yield). (1) The product is [Br:1][C:6]1[N:5]=[C:4]([CH3:3])[C:9]([OH:10])=[C:8]([CH3:11])[CH:7]=1. The catalyst is N1C=CC=CC=1. The reactants are [Br:1]Br.[CH3:3][C:4]1[C:9]([OH:10])=[C:8]([CH3:11])[CH:7]=[CH:6][N:5]=1. The yield is 0.530. (2) The reactants are F[C:2]1[CH:7]=[C:6]([C:8]2[CH:13]=[CH:12][N:11]=[C:10]([S:14][CH3:15])[N:9]=2)[CH:5]=[CH:4][N:3]=1.[OH-:16].[Na+]. The catalyst is Cl. The product is [CH3:15][S:14][C:10]1[N:9]=[C:8]([C:6]2[CH:5]=[CH:4][NH:3][C:2](=[O:16])[CH:7]=2)[CH:13]=[CH:12][N:11]=1. The yield is 0.490.